This data is from Reaction yield outcomes from USPTO patents with 853,638 reactions. The task is: Predict the reaction yield, written as a fraction of the theoretical maximum amount of product (1.0 means a 100% yield; for example, 0.34 means a 34% yield). The reactants are [N:1]1[C:10]2[C:5](=[CH:6][CH:7]=[CH:8][CH:9]=2)[CH:4]=[CH:3][C:2]=1[CH2:11][O:12][C:13]1[CH:18]=[CH:17][C:16]([CH2:19][C:20]([O:22]CC)=[O:21])=[CH:15][CH:14]=1.C1COCC1.O[Li].O.Cl. The catalyst is CO. The product is [N:1]1[C:10]2[C:5](=[CH:6][CH:7]=[CH:8][CH:9]=2)[CH:4]=[CH:3][C:2]=1[CH2:11][O:12][C:13]1[CH:14]=[CH:15][C:16]([CH2:19][C:20]([OH:22])=[O:21])=[CH:17][CH:18]=1. The yield is 0.950.